This data is from Reaction yield outcomes from USPTO patents with 853,638 reactions. The task is: Predict the reaction yield, written as a fraction of the theoretical maximum amount of product (1.0 means a 100% yield; for example, 0.34 means a 34% yield). The reactants are [CH3:1][C@@H:2]1[CH2:4][C@H:3]1[NH:5]C(=O)OCC1C=CC=CC=1.C(N(CC)CC)C.[Br:23][C:24]1[CH:29]=[CH:28][C:27]([S:30](Cl)(=[O:32])=[O:31])=[CH:26][CH:25]=1. The catalyst is C(Cl)Cl.[Pd]. The product is [Br:23][C:24]1[CH:29]=[CH:28][C:27]([S:30]([NH:5][C@@H:3]2[CH2:4][C@H:2]2[CH3:1])(=[O:32])=[O:31])=[CH:26][CH:25]=1. The yield is 0.870.